Dataset: Human Reference Interactome with 51,813 positive PPI pairs across 8,248 proteins, plus equal number of experimentally-validated negative pairs. Task: Binary Classification. Given two protein amino acid sequences, predict whether they physically interact or not. (1) Protein 1 (ENSG00000149499) has sequence MDGAAGPGDGPAREALQSLSQRLRVQEQEMELVKAALAEALRLLRLQVPPSSLQGSGTPAPPGDSSLAAPPGLPPTCTPSLVSRGTQTETEVELKSSPGPPGLSNGPPAPQGASEEPSGTQSEGGGSSSSGAGSPGPPGILRPLQPPQRADTPRRNSSSSSSPSERPRQKLSRKAISSANLLVRSGSTESRGGKDPLSSPGGPGSRRSNYNLEGISVKMFLRGRPITMYIPSGIRSLEELPSGPPPETLSLDWVYGYRGRDSRSNLFVLRSGEVVYFIACVVVLYRPGGGPGGPGGGGQR.... Protein 2 (ENSG00000213983) has sequence MVVPSLKLQDLIEEIRGAKTQAQEREVIQKECAHIRASFRDGDPVHRHRQLAKLLYVHMLGYPAHFGQMECLKLIASSRFTDKRVGYLGAMLLLDERHDAHLLITNSIKNDLSQGIQPVQGLALCTLSTMGSAEMCRDLAPEVEKLLLQPSPYVRKKAILTAVHMIRKVPELSSVFLPPCAQLLHERHHGILLGTITLITELCERSPAALRHFRKVVPQLVHILRTLVTMGYSTEHSISGVSDPFLQVQILRLLRILGRNHEESSETMNDLLAQVATNTDTSRNAGNAVLFETVLTIMDI.... Result: 0 (the proteins do not interact). (2) Result: 0 (the proteins do not interact). Protein 2 (ENSG00000254999) has sequence MAGQEDPVQREIHQDWANREYIEIITSSIKKIADFLNSFDMSCRSRLATLNEKLTALERRIEYIEARVTKGETLT*. Protein 1 (ENSG00000236699) has sequence MEPKEATGKENMVTKKKNLAFLRSRLYMLERRKTDTVVESSVSGDHSGTLRRSQSDRTEYNQKLQEKMTPQGECSVAETLTPEEEHHMKRMMAKREKIIKELIQTEKDYLNDLELCVREVVQPLRNKKTDRLDVDSLFSNIESVHQISAKLLSLLEEATTDVEPAMQVIGEVFLQIKGPLEDIYKIYCYHHDEAHSILESYEKEEELKEHLSHCIQSLK*MEPKEATGKENMVTKKKNLAFLRSRLYMLERRKTDTVVESSVSGDHSGTLRRSQSDRTEYNQKLQEKMTPQGECSVAETL.... (3) Protein 1 (ENSG00000135940) has sequence MASRLLRGAGTLAAQALRARGPSGAAAMRSMASGGGVPTDEEQATGLEREIMLAAKKGLDPYNVLAPKGASGTREDPNLVPSISNKRIVGCICEEDNTSVVWFWLHKGEAQRCPRCGAHYKLVPQQLAH*. Protein 2 (ENSG00000137312) has sequence MFFTCGPNEAMVVSGFCRSPPVMVAGGRVFVLPCIQQIQRISLNTLTLNVKSEKVYTRHGVPISVTGIAQVKIQGQNKEMLAAACQMFLGKTEAEIAHIALETLEGHQRAIMAHMTVEEIYKDRQKFSEQVFKVASSDLVNMGISVVSYTLKDIHDDQDYLHSLGKARTAQVQKDARIGEAEAKRDAGIREAKAKQEKVSAQYLSEIEMAKAQRDYELKKAAYDIEVNTRRAQADLAYQLQVAKTKQQIEEQRVQVQVVERAQQVAVQEQEIARREKELEARVRKPAEAERYKLERLAEA.... Result: 1 (the proteins interact). (4) Protein 1 (ENSG00000133812) has sequence MARLADYFIVVGYDHEKPGSGEGLGKIIQRFPQKDWDDTPFPQGIELFCQPGGWQLSRERKQPTFFVVVLTDIDSDRHYCSCLTFYEAEINLQGTKKEEIEGEAKVSGLIQPAEVFAPKSLVLVSRLYYPEIFRACLGLIYTVYVDSLNVSLESLIANLCACLVPAAGGSQKLFSLGAGDRQLIQTPLHDSLPITGTSVALLFQQLGIQNVLSLFCAVLTENKVLFHSASFQRLSDACRALESLMFPLKYSYPYIPILPAQLLEVLSSPTPFIIGVHSVFKTDVHELLDVIIADLDGGTI.... Protein 2 (ENSG00000175699) has sequence MAAMDTGQRADPSNPGDKEGDLQGLWQELYQLQAKQKKLKREVEKHKLFEDYLIKVLEKIPEGCTGWEEPEEVLVEATVKHYGKLFTASQDTQKRLEAFCQMIQAVHRSLESLEEDHRALIASRSGCVSCRRSATASRSSGGS*MAAMDTGQRADPSNPGDKEGDLQGLWQELYQLQAKYLLCCLGDAAMGVYLICLWLSLLSSEMKVQRLLSLWPTDKVAEEAQERSREAQAF*MAAMDTGQRADPSNPGDKEGDLQGLWQELYQLQAKQKKLKREVEKHKLFEDYLIKVLEKIPEGCT.... Result: 0 (the proteins do not interact). (5) Protein 2 (ENSG00000173542) has sequence MSFLFGSRSSKTFKPKKNIPEGSHQYELLKHAEATLGSGNLRMAVMLPEGEDLNEWVAVNTVDFFNQINMLYGTITDFCTEESCPVMSAGPKYEYHWADGTNIKKPIKCSAPKYIDYLMTWVQDQLDDETLFPSKIGVPFPKNFMSVAKTILKRLFRVYAHIYHQHFDPVIQLQEEAHLNTSFKHFIFFVQEFNLIDRRELAPLQELIEKLTSKDR*MEGATDVNESGSRSSKTFKPKKNIPEGSHQYELLKHAEATLGSGNLRMAVMLPEGEDLNEWVAVNTVDFFNQINMLYGTITDF.... Result: 0 (the proteins do not interact). Protein 1 (ENSG00000100448) has sequence MQPLLLLLAFLLPTGAEAGEIIGGRESRPHSRPYMAYLQIQSPAGQSRCGGFLVREDFVLTAAHCWGSNINVTLGAHNIQRRENTQQHITARRAIRHPQYNQRTIQNDIMLLQLSRRVRRNRNVNPVALPRAQEGLRPGTLCTVAGWGRVSMRRGTDTLREVQLRVQRDRQCLRIFGSYDPRRQICVGDRRERKAAFKGDSGGPLLCNNVAHGIVSYGKSSGVPPEVFTRVSSFLPWIRTTMRSFKLLDQMETPL*. (6) Protein 1 (ENSG00000118412) has sequence MAADDDNGDGTSLFDVFSASPLKNNDEGSLDIYAGLDSAVSDSASKSCVPSRNCLDLYEEILTEEGTAKEATYNDLQVEYGKCQLQMKELMKKFKEIQTQNFSLINENQSLKKNISALIKTARVEINRKDEEISNLHQRLSEFPHFRNNHKTARTFDTVKTKDLKSRSPHLDDCSKTDHRAKSDVSKDVHHSTSLPNLEKEGKPHSDKRSTSHLPTSVEKHCTNGVWSRSHYQVGEGSSNEDSRRGRKDIRHSQFNRGTERVRKDLSTGCGDGEPRILEASQRLQGHPEKYGKGEPKTES.... Protein 2 (ENSG00000124702) has sequence MTPKGPAMCSMPLTSADCFSNDIHKLDTSTMTWTLICTKGSPARWRDFHSATMLGSHMYVFGGRADRFGPFHSNNEIYCNRIRVFDTRTEAWLDCPPTPVLPEGRRSHSAFGYNGELYIFGGYNARLNRHFHDLWKFNPVSFTWKKIEPKGKGPCPRRRQCCCIVGDKIVLFGGTSPSPEEGLGDEFDLIDHSDLHILDFSPSLKTLCKLAVIQYNLDQSCLPHDIRWELNAMTTNSNISRPIVSSHG*MLRWTVHLEGGPRRVNHAAVAVGHRVYSFGGYCSGEDYETLRQIDVHIFNA.... Result: 0 (the proteins do not interact). (7) Protein 1 (ENSG00000171302) has sequence MPVQLSEHPEWNESMHSLRISVGGLPVLASMTKAADPRFRPRWKVILTFFVGAAILWLLCSHRPAPGRPPTHNAHNWRLGQAPANWYNDTYPLSPPQRTPAGIRYRIAVIADLDTESRAQEENTWFSYLKKGYLTLSDSGDKVAVEWDKDHGVLESHLAEKGRGMELSDLIVFNGKLYSVDDRTGVVYQIEGSKAVPWVILSDGDGTVEKGFKAEWLAVKDERLYVGGLGKEWTTTTGDVVNENPEWVKVVGYKGSVDHENWVSNYNALRAAAGIQPPGYLIHESACWSDTLQRWFFLPR.... Protein 2 (ENSG00000071051) has sequence MTEEVIVIAKWDYTAQQDQELDIKKNERLWLLDDSKTWWRVRNAANRTGYVPSNYVERKNSLKKGSLVKNLKDTLGLGKTRRKTSARDASPTPSTDAEYPANGSGADRIYDLNIPAFVKFAYVAEREDELSLVKGSRVTVMEKCSDGWWRGSYNGQIGWFPSNYVLEEVDEAAAESPSFLSLRKGASLSNGQGSRVLHVVQTLYPFSSVTEEELNFEKGETMEVIEKPENDPEWWKCKNARGQVGLVPKNYVVVLSDGPALHPAHAPQISYTGPSSSGRFAGREWYYGNVTRHQAECALN.... Result: 0 (the proteins do not interact).